From a dataset of Reaction yield outcomes from USPTO patents with 853,638 reactions. Predict the reaction yield, written as a fraction of the theoretical maximum amount of product (1.0 means a 100% yield; for example, 0.34 means a 34% yield). The catalyst is C(O)C.[OH-].[OH-].[Pd+2]. The reactants are C([O:8][C:9]1[CH:14]=[CH:13][C:12]([C:15]2[CH:20]=[CH:19][C:18]([C:21]([F:24])([F:23])[F:22])=[CH:17][CH:16]=2)=[CH:11][C:10]=1[C:25]1[CH:30]=[CH:29][N:28]=[C:27]([N:31]2[CH2:36][CH2:35][N:34]([C:37]([O:39][C:40]([CH3:43])([CH3:42])[CH3:41])=[O:38])[CH2:33][CH2:32]2)[CH:26]=1)C1C=CC=CC=1. The yield is 0.590. The product is [OH:8][C:9]1[CH:14]=[CH:13][C:12]([C:15]2[CH:16]=[CH:17][C:18]([C:21]([F:23])([F:24])[F:22])=[CH:19][CH:20]=2)=[CH:11][C:10]=1[C:25]1[CH:30]=[CH:29][N:28]=[C:27]([N:31]2[CH2:36][CH2:35][N:34]([C:37]([O:39][C:40]([CH3:43])([CH3:42])[CH3:41])=[O:38])[CH2:33][CH2:32]2)[CH:26]=1.